The task is: Predict the reactants needed to synthesize the given product.. This data is from Full USPTO retrosynthesis dataset with 1.9M reactions from patents (1976-2016). (1) Given the product [CH3:23][S:29]([C:3]1[N:8]=[C:7]([NH:9][CH2:10][CH2:11][OH:12])[CH:6]=[C:5]([C:13]2[CH:18]=[CH:17][CH:16]=[C:15]([C:19]([F:22])([F:20])[F:21])[CH:14]=2)[N:4]=1)(=[O:31])=[O:28], predict the reactants needed to synthesize it. The reactants are: CS[C:3]1[N:8]=[C:7]([NH:9][CH2:10][CH2:11][OH:12])[CH:6]=[C:5]([C:13]2[CH:18]=[CH:17][CH:16]=[C:15]([C:19]([F:22])([F:21])[F:20])[CH:14]=2)[N:4]=1.[C:23](#N)C.O.O[O:28][S:29]([O-:31])=O.[K+]. (2) Given the product [C:1]([O:5][CH:6]([C:12]1[C:16]([C:17]2[CH:18]=[CH:19][C:20]3[O:25][CH2:24][CH2:23][CH2:22][C:21]=3[CH:26]=2)=[C:15]([C:30]2[S:29][CH:33]=[CH:32][CH:31]=2)[S:14][C:13]=1[CH3:28])[C:7]([O:9][CH2:10][CH3:11])=[O:8])([CH3:4])([CH3:3])[CH3:2], predict the reactants needed to synthesize it. The reactants are: [C:1]([O:5][CH:6]([C:12]1[C:16]([C:17]2[CH:18]=[CH:19][C:20]3[O:25][CH2:24][CH2:23][CH2:22][C:21]=3[CH:26]=2)=[C:15](Cl)[S:14][C:13]=1[CH3:28])[C:7]([O:9][CH2:10][CH3:11])=[O:8])([CH3:4])([CH3:3])[CH3:2].[S:29]1[CH:33]=[CH:32][CH:31]=[C:30]1B(O)O.C(OC(C1(C)CC(C2C=CC3OCCCC=3C=2)=C(C2C=CSC=2)S1)C(OCC)=O)(C)(C)C. (3) Given the product [CH2:28]([NH:35][C@@H:7]1[C@H:11]2[O:12][CH2:13][C@@H:14]([O:15][S:16]([C:19]3[CH:24]=[CH:23][C:22]([CH3:25])=[CH:21][CH:20]=3)(=[O:17])=[O:18])[C@H:10]2[O:9][CH2:8]1)[C:29]1[CH:34]=[CH:33][CH:32]=[CH:31][CH:30]=1, predict the reactants needed to synthesize it. The reactants are: FC(F)(F)S(O[C@H:7]1[C@H:11]2[O:12][CH2:13][C@@H:14]([O:15][S:16]([C:19]3[CH:24]=[CH:23][C:22]([CH3:25])=[CH:21][CH:20]=3)(=[O:18])=[O:17])[C@H:10]2[O:9][CH2:8]1)(=O)=O.[CH2:28]([NH2:35])[C:29]1[CH:34]=[CH:33][CH:32]=[CH:31][CH:30]=1. (4) Given the product [NH2:3][C:4]1[N:11]=[CH:10][C:9]([Br:1])=[CH:8][C:5]=1[C:6]#[N:7], predict the reactants needed to synthesize it. The reactants are: [Br:1]Br.[NH2:3][C:4]1[N:11]=[CH:10][CH:9]=[CH:8][C:5]=1[C:6]#[N:7].